This data is from Forward reaction prediction with 1.9M reactions from USPTO patents (1976-2016). The task is: Predict the product of the given reaction. (1) Given the reactants [C:1]1(=[O:8])[CH2:6][CH2:5][C:4](=O)[CH2:3][CH2:2]1.C1(P(C2C=CC=CC=2)(C2C=CC=CC=2)=[CH:16][C:17]([O:19][CH3:20])=[O:18])C=CC=CC=1, predict the reaction product. The product is: [O:8]=[C:1]1[CH2:2][CH2:3][C:4](=[CH:16][C:17]([O:19][CH3:20])=[O:18])[CH2:5][CH2:6]1. (2) Given the reactants C(N(CC)CC)C.ClC(OCC(C)C)=O.[CH3:16][O:17][C:18]1[CH:27]=[C:26]2[C:21]([C:22](=[O:39])[C:23]([C:36]([OH:38])=O)=[CH:24][N:25]2[C:28]([CH2:31][C:32]([CH3:35])([CH3:34])[CH3:33])([CH3:30])[CH3:29])=[CH:20][N:19]=1.Cl.[CH3:41][NH:42][O:43][CH3:44], predict the reaction product. The product is: [CH3:44][O:43][N:42]([CH3:41])[C:36]([C:23]1[C:22](=[O:39])[C:21]2[C:26](=[CH:27][C:18]([O:17][CH3:16])=[N:19][CH:20]=2)[N:25]([C:28]([CH2:31][C:32]([CH3:33])([CH3:34])[CH3:35])([CH3:30])[CH3:29])[CH:24]=1)=[O:38]. (3) Given the reactants [F:1][C:2]1[CH:3]=[C:4](/[CH:10]=[CH:11]/[C:12]([O:14][CH2:15][CH3:16])=[O:13])[CH:5]=[C:6]([F:9])[C:7]=1[OH:8].[H][H], predict the reaction product. The product is: [F:1][C:2]1[CH:3]=[C:4]([CH2:10][CH2:11][C:12]([O:14][CH2:15][CH3:16])=[O:13])[CH:5]=[C:6]([F:9])[C:7]=1[OH:8].